Task: Predict the reactants needed to synthesize the given product.. Dataset: Full USPTO retrosynthesis dataset with 1.9M reactions from patents (1976-2016) (1) Given the product [Br:1][C:2]1[CH:11]=[CH:10][C:9]([C:12]([F:13])([F:14])[F:15])=[CH:8][C:3]=1[CH2:4][N:5]([CH2:6][CH3:7])[C:19]([CH:16]1[CH2:18][CH2:17]1)=[O:20], predict the reactants needed to synthesize it. The reactants are: [Br:1][C:2]1[CH:11]=[CH:10][C:9]([C:12]([F:15])([F:14])[F:13])=[CH:8][C:3]=1[CH2:4][NH:5][CH2:6][CH3:7].[CH:16]1([C:19](Cl)=[O:20])[CH2:18][CH2:17]1. (2) Given the product [C:9]1([N:15]2[C:16]3[CH:24]=[CH:23][CH:22]=[CH:21][C:17]=3[C:18](=[O:20])[O:19][C:2]2=[O:3])[CH:10]=[CH:11][CH:12]=[CH:13][CH:14]=1, predict the reactants needed to synthesize it. The reactants are: Cl[C:2](OC(Cl)(Cl)Cl)=[O:3].[C:9]1([NH:15][C:16]2[C:17](=[CH:21][CH:22]=[CH:23][CH:24]=2)[C:18]([OH:20])=[O:19])[CH:14]=[CH:13][CH:12]=[CH:11][CH:10]=1. (3) Given the product [F:1][C:2]([F:27])([C:23]([F:26])([F:25])[F:24])[C:3]([F:22])([F:21])[C:4]1[CH:9]=[C:8]([C:10]2[CH:15]=[CH:14][C:13]([N+:16]([O-:18])=[O:17])=[CH:12][CH:11]=2)[N:7]=[C:6]([C:57]2[CH:58]=[CH:59][C:54]([C:53]([F:64])([F:63])[F:52])=[CH:55][CH:56]=2)[N:5]=1, predict the reactants needed to synthesize it. The reactants are: [F:1][C:2]([F:27])([C:23]([F:26])([F:25])[F:24])[C:3]([F:22])([F:21])[C:4]1[CH:9]=[C:8]([C:10]2[CH:15]=[CH:14][C:13]([N+:16]([O-:18])=[O:17])=[CH:12][CH:11]=2)[N:7]=[C:6](SC)[N:5]=1.[N+](C1C=CC(C(=O)CC(=O)C(F)(F)C(F)(F)C(F)(F)F)=CC=1)([O-])=O.[F:52][C:53]([F:64])([F:63])[C:54]1[CH:59]=[CH:58][C:57](B(O)O)=[CH:56][CH:55]=1.O1C=CC=C1P(C1OC=CC=1)C1OC=CC=1. (4) Given the product [C:38]([O:42][CH2:43][CH2:44][O:45][C:46]1[CH:47]=[CH:48][C:49]([C:50]([O:52][C:20]2[CH:21]=[CH:22][C:23]([O:26][C:27](=[O:35])[C:28]3[CH:29]=[CH:30][C:31]([F:34])=[CH:32][CH:33]=3)=[CH:24][CH:25]=2)=[O:51])=[CH:53][CH:54]=1)(=[O:41])[CH:39]=[CH2:40], predict the reactants needed to synthesize it. The reactants are: C(OCCCCCCOC1C=CC(C(O[C:20]2[CH:25]=[CH:24][C:23]([O:26][C:27](=[O:35])[C:28]3[CH:33]=[CH:32][C:31]([F:34])=[CH:30][CH:29]=3)=[CH:22][CH:21]=2)=O)=CC=1)(=O)C=C.[C:38]([O:42][CH2:43][CH2:44][O:45][C:46]1[CH:54]=[CH:53][C:49]([C:50]([OH:52])=[O:51])=[CH:48][CH:47]=1)(=[O:41])[CH:39]=[CH2:40]. (5) Given the product [NH2:1][C@H:2]([C:10]([N:12]1[CH2:30][CH2:29][CH2:28][C@H:13]1[C:14]([NH:16][CH2:17][C:18]([N:20]1[CH2:27][CH2:26][CH2:25][C@H:21]1[C:22]([OH:24])=[O:23])=[O:19])=[O:15])=[O:11])[CH2:3][CH2:4][CH2:5][NH:6][C:7](=[NH:8])[NH2:9], predict the reactants needed to synthesize it. The reactants are: [NH:1](C(OC(C)(C)C)=O)[C@H:2]([C:10]([N:12]1[CH2:30][CH2:29][CH2:28][C@H:13]1[C:14]([NH:16][CH2:17][C:18]([N:20]1[CH2:27][CH2:26][CH2:25][C@H:21]1[C:22]([OH:24])=[O:23])=[O:19])=[O:15])=[O:11])[CH2:3][CH2:4][CH2:5][NH:6][C:7](=[NH:9])[NH2:8].CCOCC. (6) Given the product [Cl:1][C:2]1[CH:7]=[CH:6][C:5]([C@@H:8]2[CH2:17][CH2:16][CH2:15][C@H:14]3[N:9]2[C:10](=[O:18])[CH2:11][CH2:12][CH2:13]3)=[CH:4][CH:3]=1, predict the reactants needed to synthesize it. The reactants are: [Cl:1][C:2]1[CH:7]=[CH:6][C:5]([C@@H:8]2[CH2:17][CH2:16][CH2:15][C@H:14]3[N:9]2[C:10](=[O:18])[CH2:11][CH:12]=[CH:13]3)=[CH:4][CH:3]=1.[H][H]. (7) Given the product [F:31][C:22]1[C:23]([C:27]([F:30])([F:28])[F:29])=[CH:24][CH:25]=[CH:26][C:21]=1[C:20]1[C:15]([N:12]2[CH2:11][CH2:10][NH:9][CH2:14][CH2:13]2)=[N:16][CH:17]=[CH:18][N:19]=1, predict the reactants needed to synthesize it. The reactants are: Cl.C(OC([N:9]1[CH2:14][CH2:13][N:12]([C:15]2[C:20]([C:21]3[CH:26]=[CH:25][CH:24]=[C:23]([C:27]([F:30])([F:29])[F:28])[C:22]=3[F:31])=[N:19][CH:18]=[CH:17][N:16]=2)[CH2:11][CH2:10]1)=O)(C)(C)C. (8) Given the product [CH3:1][C:2]1[S:13][C:5]2[CH2:6][N:7]([CH3:12])[CH2:8][CH2:9][CH:10]([O:11][C:15]3[CH:24]=[CH:23][C:22]4[C:17](=[CH:18][CH:19]=[CH:20][CH:21]=4)[CH:16]=3)[C:4]=2[CH:3]=1, predict the reactants needed to synthesize it. The reactants are: [CH3:1][C:2]1[S:13][C:5]2[CH2:6][N:7]([CH3:12])[CH2:8][CH2:9][CH:10]([OH:11])[C:4]=2[CH:3]=1.F[C:15]1[CH:24]=[CH:23][C:22]2[C:17](=[CH:18][CH:19]=[CH:20][CH:21]=2)[CH:16]=1. (9) The reactants are: N.C([O:5][CH2:6][CH2:7][CH2:8][CH2:9][N:10]1[C:18]2[C:17](=[O:19])[NH:16][C:15]([NH:20][CH2:21][C:22]3[CH:27]=[CH:26][C:25]([Cl:28])=[C:24]([Cl:29])[CH:23]=3)=[N:14][C:13]=2[N:12]=[CH:11]1)(=O)C. Given the product [OH:5][CH2:6][CH2:7][CH2:8][CH2:9][N:10]1[C:18]2[C:17](=[O:19])[NH:16][C:15]([NH:20][CH2:21][C:22]3[CH:27]=[CH:26][C:25]([Cl:28])=[C:24]([Cl:29])[CH:23]=3)=[N:14][C:13]=2[N:12]=[CH:11]1, predict the reactants needed to synthesize it.